Dataset: Full USPTO retrosynthesis dataset with 1.9M reactions from patents (1976-2016). Task: Predict the reactants needed to synthesize the given product. (1) Given the product [F:16][C:2]([F:1])([F:15])[C:3]1[CH:14]=[CH:13][C:6]2[S:7][C:8]([C:10]([O-:12])=[O:11])=[CH:9][C:5]=2[CH:4]=1.[CH:17]([NH3+:20])([CH3:19])[CH3:18], predict the reactants needed to synthesize it. The reactants are: [F:1][C:2]([F:16])([F:15])[C:3]1[CH:14]=[CH:13][C:6]2[S:7][C:8]([C:10]([OH:12])=[O:11])=[CH:9][C:5]=2[CH:4]=1.[CH:17]([NH2:20])([CH3:19])[CH3:18]. (2) Given the product [CH2:4]([N:3]([CH2:2][CH3:1])[CH2:6][CH2:7][NH:8][C:9]1[C:10]2=[C:11]3[C:12]([N:15]=[CH:16][N:17]3[C:18]3[C:19]([C:20]2=[O:21])=[CH:22][C:23]([O:26][C:30](=[O:34])[CH2:31][CH2:32][CH3:33])=[CH:24][CH:25]=3)=[CH:13][CH:14]=1)[CH3:5], predict the reactants needed to synthesize it. The reactants are: [CH3:1][CH2:2][N:3]([CH2:6][CH2:7][NH:8][C:9]1[CH:14]=[CH:13][C:12]2[N:15]=[CH:16][N:17]3[C:18]4[CH:25]=[CH:24][C:23]([OH:26])=[CH:22][C:19]=4[C:20](=[O:21])[C:10]=1[C:11]=23)[CH2:4][CH3:5].O.Cl.Cl.[C:30](O)(=[O:34])[CH2:31][CH2:32][CH3:33].Cl.CN(C)CCCN=C=NCC.C(N(CC)CC)C. (3) Given the product [CH3:1][C:2]1[O:6][N:5]=[C:4]([CH2:7][O:8][C:9]2[CH:14]=[CH:13][C:12]3[N:15]=[C:40]([C:39]4[CH:38]=[CH:37][C:36]([C:34]([NH:33][C:30]5[CH:29]=[CH:28][C:27]([N:24]6[CH2:23][CH2:22][O:21][CH2:26][CH2:25]6)=[CH:32][CH:31]=5)=[O:35])=[CH:43][CH:42]=4)[NH:18][C:11]=3[CH:10]=2)[CH:3]=1, predict the reactants needed to synthesize it. The reactants are: [CH3:1][C:2]1[O:6][N:5]=[C:4]([CH2:7][O:8][C:9]2[CH:14]=[CH:13][C:12]([N+:15]([O-])=O)=[C:11]([N+:18]([O-])=O)[CH:10]=2)[CH:3]=1.[O:21]1[CH2:26][CH2:25][N:24]([C:27]2[CH:32]=[CH:31][C:30]([NH:33][C:34]([C:36]3[CH:43]=[CH:42][C:39]([CH:40]=O)=[CH:38][CH:37]=3)=[O:35])=[CH:29][CH:28]=2)[CH2:23][CH2:22]1. (4) Given the product [OH:39][C:35]1[CH:34]=[C:33]([NH:32][CH:2]=[C:3]2[C:11]3[C:6](=[CH:7][C:8]([C:12]([C:14]4[CH:15]=[CH:16][C:17]([NH:20][C:21]([C:23]5[S:24][C:25]([C:28](=[O:30])[CH3:29])=[CH:26][CH:27]=5)=[O:22])=[CH:18][CH:19]=4)=[O:13])=[CH:9][CH:10]=3)[NH:5][C:4]2=[O:31])[CH:38]=[CH:37][CH:36]=1, predict the reactants needed to synthesize it. The reactants are: O[CH:2]=[C:3]1[C:11]2[C:6](=[CH:7][C:8]([C:12]([C:14]3[CH:19]=[CH:18][C:17]([NH:20][C:21]([C:23]4[S:24][C:25]([C:28](=[O:30])[CH3:29])=[CH:26][CH:27]=4)=[O:22])=[CH:16][CH:15]=3)=[O:13])=[CH:9][CH:10]=2)[NH:5][C:4]1=[O:31].[NH2:32][C:33]1[CH:34]=[C:35]([OH:39])[CH:36]=[CH:37][CH:38]=1. (5) Given the product [F:1][C:2]1[CH:7]=[C:6]([C:8]2[CH:13]=[CH:12][CH:11]=[CH:10][C:9]=2[C:14]2[CH:15]=[CH:16][CH:17]=[CH:18][CH:19]=2)[C:5]([OH:20])=[CH:4][CH:3]=1, predict the reactants needed to synthesize it. The reactants are: [F:1][C:2]1[CH:3]=[CH:4][C:5]([O:20]C)=[C:6]([C:8]2[CH:13]=[CH:12][CH:11]=[CH:10][C:9]=2[C:14]2[CH:19]=[CH:18][CH:17]=[CH:16][CH:15]=2)[CH:7]=1.B(Br)(Br)Br. (6) Given the product [CH3:17][C:10]1[C:11]2[C:16](=[CH:15][CH:14]=[CH:13][CH:12]=2)[NH:8][C:9]=1[C:18]1[C:19](=[O:30])[NH:20][N:21]=[C:22]([C:24]2[CH:25]=[CH:26][N:27]=[CH:28][CH:29]=2)[CH:23]=1, predict the reactants needed to synthesize it. The reactants are: C(OC([N:8]1[C:16]2[C:11](=[CH:12][CH:13]=[CH:14][CH:15]=2)[C:10]([CH3:17])=[C:9]1[C:18]1[CH:23]=[C:22]([C:24]2[CH:29]=[CH:28][N:27]=[CH:26][CH:25]=2)[N:21]=[N:20][C:19]=1[O:30]C)=O)(C)(C)C.Cl. (7) Given the product [CH2:1]([O:7][C:8]1[CH:9]=[CH:10][C:11]([CH2:14][NH:15][C:17]2[C:26]3[C:21](=[CH:22][CH:23]=[CH:24][CH:25]=3)[N:20]=[CH:19][N:18]=2)=[CH:12][CH:13]=1)[CH2:2][CH2:3][CH2:4][CH2:5][CH3:6], predict the reactants needed to synthesize it. The reactants are: [CH2:1]([O:7][C:8]1[CH:13]=[CH:12][C:11]([CH2:14][NH2:15])=[CH:10][CH:9]=1)[CH2:2][CH2:3][CH2:4][CH2:5][CH3:6].Cl[C:17]1[C:26]2[C:21](=[CH:22][CH:23]=[CH:24][CH:25]=2)[N:20]=[CH:19][N:18]=1.O(C1C=C(C=CC=1)CNC1C2C(=CC=CC=2)N=CN=1)C1C=CC=CC=1. (8) Given the product [F:1][C:2]1[CH:7]=[CH:6][CH:5]=[C:4]([F:8])[C:3]=1[C:9]1[NH:10][C:11]2[C:16]([CH:17]=1)=[CH:15][C:14]([NH:18][C:20]1[CH:25]=[CH:24][C:23]([O:26][CH3:27])=[CH:22][C:21]=1[N+:28]([O-:30])=[O:29])=[CH:13][CH:12]=2, predict the reactants needed to synthesize it. The reactants are: [F:1][C:2]1[CH:7]=[CH:6][CH:5]=[C:4]([F:8])[C:3]=1[C:9]1[NH:10][C:11]2[C:16]([CH:17]=1)=[CH:15][C:14]([NH2:18])=[CH:13][CH:12]=2.Cl[C:20]1[CH:25]=[CH:24][C:23]([O:26][CH3:27])=[CH:22][C:21]=1[N+:28]([O-:30])=[O:29].C([O-])([O-])=O.[K+].[K+]. (9) The reactants are: [CH2:1]([C:3]1[CH:8]=[CH:7][C:6]([CH:9]2[CH2:14][NH:13][CH2:12][CH:11]([C:15]([NH:17][C:18]3[CH:23]=[CH:22][CH:21]=[CH:20][CH:19]=3)=[O:16])[CH2:10]2)=[CH:5][CH:4]=1)[CH3:2].[CH:24]1([CH2:27][C:28](O)=[O:29])[CH2:26][CH2:25]1. Given the product [CH:24]1([CH2:27][C:28]([N:13]2[CH2:14][CH:9]([C:6]3[CH:5]=[CH:4][C:3]([CH2:1][CH3:2])=[CH:8][CH:7]=3)[CH2:10][CH:11]([C:15]([NH:17][C:18]3[CH:19]=[CH:20][CH:21]=[CH:22][CH:23]=3)=[O:16])[CH2:12]2)=[O:29])[CH2:26][CH2:25]1, predict the reactants needed to synthesize it.